From a dataset of Peptide-MHC class I binding affinity with 185,985 pairs from IEDB/IMGT. Regression. Given a peptide amino acid sequence and an MHC pseudo amino acid sequence, predict their binding affinity value. This is MHC class I binding data. (1) The peptide sequence is STAPTGSWF. The MHC is HLA-B15:01 with pseudo-sequence HLA-B15:01. The binding affinity (normalized) is 0.898. (2) The peptide sequence is STFTFPGIY. The MHC is HLA-A02:12 with pseudo-sequence HLA-A02:12. The binding affinity (normalized) is 0.0847. (3) The peptide sequence is RIVARQIVD. The binding affinity (normalized) is 0.218. The MHC is HLA-A02:02 with pseudo-sequence HLA-A02:02. (4) The peptide sequence is SLIYYQNEV. The MHC is HLA-B35:01 with pseudo-sequence HLA-B35:01. The binding affinity (normalized) is 0. (5) The peptide sequence is GVYPSFMSR. The MHC is HLA-A31:01 with pseudo-sequence HLA-A31:01. The binding affinity (normalized) is 0.936. (6) The peptide sequence is KTDAGASTY. The MHC is HLA-B08:02 with pseudo-sequence HLA-B08:02. The binding affinity (normalized) is 0.0847. (7) The peptide sequence is LEKVQRQIQ. The MHC is HLA-A02:01 with pseudo-sequence HLA-A02:01. The binding affinity (normalized) is 0.